Dataset: Full USPTO retrosynthesis dataset with 1.9M reactions from patents (1976-2016). Task: Predict the reactants needed to synthesize the given product. (1) Given the product [CH2:1]([O:8][C:9]1[N:14]=[N:13][C:12]([CH2:15][CH2:16][C:17]2[CH:33]=[CH:32][C:20]3[CH2:21][CH2:22][NH:23][CH2:24][CH2:25][C:19]=3[CH:18]=2)=[CH:11][CH:10]=1)[C:2]1[CH:3]=[CH:4][CH:5]=[CH:6][CH:7]=1, predict the reactants needed to synthesize it. The reactants are: [CH2:1]([O:8][C:9]1[N:14]=[N:13][C:12]([CH2:15][CH2:16][C:17]2[CH:33]=[CH:32][C:20]3[CH2:21][CH2:22][N:23](C(=O)C(F)(F)F)[CH2:24][CH2:25][C:19]=3[CH:18]=2)=[CH:11][CH:10]=1)[C:2]1[CH:7]=[CH:6][CH:5]=[CH:4][CH:3]=1.[OH-].[Na+]. (2) Given the product [F:31][C:21]1[C:20]([C:3]2[C:2]([CH3:1])=[CH:11][C:10]3[C:9]([CH3:13])([CH3:12])[CH:8]=[CH:7][C:6]([CH3:15])([CH3:14])[C:5]=3[CH:4]=2)=[C:27]([O:28][CH3:29])[C:26]([F:30])=[CH:25][C:22]=1[CH:23]=[O:24], predict the reactants needed to synthesize it. The reactants are: [CH3:1][C:2]1[C:3](B(O)O)=[CH:4][C:5]2[C:6]([CH3:15])([CH3:14])[CH:7]=[CH:8][C:9]([CH3:13])([CH3:12])[C:10]=2[CH:11]=1.Br[C:20]1[C:21]([F:31])=[C:22]([CH:25]=[C:26]([F:30])[C:27]=1[O:28][CH3:29])[CH:23]=[O:24].C(=O)([O-])[O-].[K+].[K+].C(O)C.